Dataset: Catalyst prediction with 721,799 reactions and 888 catalyst types from USPTO. Task: Predict which catalyst facilitates the given reaction. Reactant: [NH2:1][C:2]1[C:7]([C:8]([OH:10])=O)=[C:6]([C:11]([F:14])([F:13])[F:12])[N:5]=[CH:4][CH:3]=1.C(N(CC)CC)C.[CH3:22][C@@H:23]([NH2:31])[CH2:24][C:25]1[CH:30]=[CH:29][CH:28]=[CH:27][CH:26]=1.CN(C(ON1N=NC2C=CC=CC1=2)=[N+](C)C)C.F[P-](F)(F)(F)(F)F. Product: [NH2:1][C:2]1[C:7]([C:8]([NH:31][C@H:23]([CH3:22])[CH2:24][C:25]2[CH:30]=[CH:29][CH:28]=[CH:27][CH:26]=2)=[O:10])=[C:6]([C:11]([F:14])([F:13])[F:12])[N:5]=[CH:4][CH:3]=1. The catalyst class is: 139.